This data is from Full USPTO retrosynthesis dataset with 1.9M reactions from patents (1976-2016). The task is: Predict the reactants needed to synthesize the given product. Given the product [CH:1]1([NH:4][C:5](=[O:38])[C:6]2[CH:11]=[C:10]([F:12])[C:9]([CH3:13])=[C:8]([C:14]3[CH:15]=[C:16]4[C:21](=[CH:22][CH:23]=3)[C:20](=[O:24])[N:19]([CH2:25][CH:26]3[CH2:28][CH2:27]3)[CH:18]=[C:17]4[S:29]([N:32]3[CH2:37][CH2:36][N:35]([CH3:41])[CH2:34][CH2:33]3)(=[O:31])=[O:30])[CH:7]=2)[CH2:2][CH2:3]1, predict the reactants needed to synthesize it. The reactants are: [CH:1]1([NH:4][C:5](=[O:38])[C:6]2[CH:11]=[C:10]([F:12])[C:9]([CH3:13])=[C:8]([C:14]3[CH:15]=[C:16]4[C:21](=[CH:22][CH:23]=3)[C:20](=[O:24])[N:19]([CH2:25][CH:26]3[CH2:28][CH2:27]3)[CH:18]=[C:17]4[S:29]([N:32]3[CH2:37][CH2:36][NH:35][CH2:34][CH2:33]3)(=[O:31])=[O:30])[CH:7]=2)[CH2:3][CH2:2]1.C=O.[C:41](O[BH-](OC(=O)C)OC(=O)C)(=O)C.[Na+].C(Cl)Cl.